Dataset: Reaction yield outcomes from USPTO patents with 853,638 reactions. Task: Predict the reaction yield, written as a fraction of the theoretical maximum amount of product (1.0 means a 100% yield; for example, 0.34 means a 34% yield). (1) The reactants are [S:1]1[CH:5]=[CH:4][C:3]([CH:6]=[O:7])=[CH:2]1.[CH2:8](O)[CH2:9][OH:10].C1(C)C=CC=CC=1.O.C1(C)C=CC(S(O)(=O)=O)=CC=1. The catalyst is C(N(CC)CC)C. The product is [S:1]1[CH:5]=[CH:4][C:3]([CH:6]2[O:10][CH2:9][CH2:8][O:7]2)=[CH:2]1. The yield is 0.960. (2) The reactants are [Cl:1][C:2]1[CH:10]=[CH:9][C:8]([CH3:11])=[CH:7][C:3]=1[C:4]([NH2:6])=[O:5].C1C(=O)N([Br:19])C(=O)C1.CC(N=NC(C#N)(C)C)(C#N)C. The catalyst is CC#N. The product is [Br:19][CH2:11][C:8]1[CH:9]=[CH:10][C:2]([Cl:1])=[C:3]([CH:7]=1)[C:4]([NH2:6])=[O:5]. The yield is 0.420. (3) The reactants are [CH2:1]([O:8][C:9](=[O:23])[C@@H:10]1[CH2:14][C@H:13]([OH:15])[CH2:12][N:11]1[C:16]([O:18][C:19]([CH3:22])([CH3:21])[CH3:20])=[O:17])[C:2]1[CH:7]=[CH:6][CH:5]=[CH:4][CH:3]=1.[CH3:24][S:25](Cl)(=[O:27])=[O:26].O. The catalyst is N1C=CC=CC=1. The product is [CH2:1]([O:8][C:9](=[O:23])[C@@H:10]1[CH2:14][C@H:13]([O:15][S:25]([CH3:24])(=[O:27])=[O:26])[CH2:12][N:11]1[C:16]([O:18][C:19]([CH3:20])([CH3:22])[CH3:21])=[O:17])[C:2]1[CH:7]=[CH:6][CH:5]=[CH:4][CH:3]=1. The yield is 1.02. (4) The reactants are [C:1]([O:5][C:6](=[O:24])[NH:7][C:8]1[CH:9]=[C:10]2[C:22](=[O:23])[NH:21][N:20]=[CH:19][C:12]3=[C:13]([CH:17]=[CH2:18])[NH:14][C:15]([CH:16]=1)=[C:11]23)([CH3:4])([CH3:3])[CH3:2].CN(C)C=O.CO. The catalyst is [Pd].C(OCC)(=O)C. The product is [C:1]([O:5][C:6](=[O:24])[NH:7][C:8]1[CH:9]=[C:10]2[C:22](=[O:23])[NH:21][N:20]=[CH:19][C:12]3=[C:13]([CH2:17][CH3:18])[NH:14][C:15]([CH:16]=1)=[C:11]23)([CH3:2])([CH3:3])[CH3:4]. The yield is 0.690. (5) The reactants are [F:1][C:2]1[CH:3]=[N:4][C:5]([C@@H:8]([NH:10][C:11](=[O:13])C)[CH3:9])=[N:6][CH:7]=1.[C:14]([O:18]C(OC([O:18][C:14]([CH3:17])([CH3:16])[CH3:15])=O)=O)([CH3:17])([CH3:16])[CH3:15].O.[OH-].[Li+].O. The catalyst is CN(C1C=CN=CC=1)C.C1COCC1.CCOCC. The product is [C:14]([O:18][C:11](=[O:13])[NH:10][C@H:8]([C:5]1[N:4]=[CH:3][C:2]([F:1])=[CH:7][N:6]=1)[CH3:9])([CH3:17])([CH3:16])[CH3:15]. The yield is 0.800.